This data is from NCI-60 drug combinations with 297,098 pairs across 59 cell lines. The task is: Regression. Given two drug SMILES strings and cell line genomic features, predict the synergy score measuring deviation from expected non-interaction effect. (1) Drug 1: CC12CCC3C(C1CCC2=O)CC(=C)C4=CC(=O)C=CC34C. Drug 2: CC1C(C(CC(O1)OC2CC(CC3=C2C(=C4C(=C3O)C(=O)C5=C(C4=O)C(=CC=C5)OC)O)(C(=O)CO)O)N)O.Cl. Cell line: OVCAR-5. Synergy scores: CSS=17.5, Synergy_ZIP=-2.36, Synergy_Bliss=-4.54, Synergy_Loewe=-3.55, Synergy_HSA=-3.02. (2) Drug 1: C1=NC2=C(N1)C(=S)N=C(N2)N. Drug 2: C1CN1P(=S)(N2CC2)N3CC3. Cell line: SF-268. Synergy scores: CSS=37.2, Synergy_ZIP=-4.88, Synergy_Bliss=4.49, Synergy_Loewe=0.331, Synergy_HSA=4.14. (3) Drug 1: C1CN1P(=S)(N2CC2)N3CC3. Drug 2: C1C(C(OC1N2C=NC3=C(N=C(N=C32)Cl)N)CO)O. Cell line: OVCAR-8. Synergy scores: CSS=48.0, Synergy_ZIP=-0.381, Synergy_Bliss=-1.80, Synergy_Loewe=-13.3, Synergy_HSA=1.88. (4) Drug 1: C1CC(=O)NC(=O)C1N2CC3=C(C2=O)C=CC=C3N. Drug 2: C1CN1P(=S)(N2CC2)N3CC3. Cell line: M14. Synergy scores: CSS=6.42, Synergy_ZIP=-3.11, Synergy_Bliss=-2.07, Synergy_Loewe=-1.23, Synergy_HSA=-1.64. (5) Drug 1: CC1=C(C(=CC=C1)Cl)NC(=O)C2=CN=C(S2)NC3=CC(=NC(=N3)C)N4CCN(CC4)CCO. Drug 2: CC1CCC2CC(C(=CC=CC=CC(CC(C(=O)C(C(C(=CC(C(=O)CC(OC(=O)C3CCCCN3C(=O)C(=O)C1(O2)O)C(C)CC4CCC(C(C4)OC)OCCO)C)C)O)OC)C)C)C)OC. Cell line: SR. Synergy scores: CSS=5.95, Synergy_ZIP=-0.846, Synergy_Bliss=-1.42, Synergy_Loewe=-0.960, Synergy_HSA=-1.18.